This data is from Forward reaction prediction with 1.9M reactions from USPTO patents (1976-2016). The task is: Predict the product of the given reaction. (1) Given the reactants [CH3:1][O:2][C:3]1[CH:4]=[C:5]([CH:15]=[C:16]([O:18][CH2:19][C:20]2[NH:24][N:23]=[N:22][N:21]=2)[CH:17]=1)[C:6]([NH:8][CH:9]1[CH2:14][CH2:13][NH:12][CH2:11][CH2:10]1)=[O:7].[CH2:25]([O:27][C:28]1[CH:29]=[C:30]([CH:33]=[C:34]([O:41][CH2:42][CH3:43])[C:35]=1[N:36]1[CH:40]=[CH:39][CH:38]=[CH:37]1)[CH:31]=O)[CH3:26].C([BH3-])#N.[Na+].C(N(C(C)C)C(C)C)C, predict the reaction product. The product is: [CH2:25]([O:27][C:28]1[CH:29]=[C:30]([CH:33]=[C:34]([O:41][CH2:42][CH3:43])[C:35]=1[N:36]1[CH:40]=[CH:39][CH:38]=[CH:37]1)[CH2:31][N:12]1[CH2:11][CH2:10][CH:9]([NH:8][C:6](=[O:7])[C:5]2[CH:15]=[C:16]([O:18][CH2:19][C:20]3[NH:21][N:22]=[N:23][N:24]=3)[CH:17]=[C:3]([O:2][CH3:1])[CH:4]=2)[CH2:14][CH2:13]1)[CH3:26]. (2) Given the reactants [N+:1]([C:4]1[CH:14]=[CH:13][C:12]2[CH:11]3[CH2:15]CN([CH2:8][CH2:9][CH2:10]3)[C:6]=2[CH:5]=1)([O-:3])=[O:2].[N:17]1C=CC=C[CH:18]=1.[F:30][C:29]([F:32])([F:31])[C:28](O[C:28](=[O:33])[C:29]([F:32])([F:31])[F:30])=[O:33].Cl, predict the reaction product. The product is: [F:32][C:29]([F:30])([F:31])[C:28]([N:17]1[CH2:18][CH:8]2[CH2:9][CH2:10][CH:11]([C:12]3[C:6]2=[CH:5][C:4]([N+:1]([O-:3])=[O:2])=[CH:14][CH:13]=3)[CH2:15]1)=[O:33]. (3) Given the reactants C([C:3]1[C:4]([C:14]2[CH:15]=[C:16]([NH:20][C:21](=[O:26])[CH:22]=[C:23]([CH3:25])[CH3:24])[CH:17]=[CH:18][CH:19]=2)=[N:5][N:6]([CH:8]2[CH2:13][CH2:12][CH2:11][CH2:10][O:9]2)[CH:7]=1)=O.[CH3:27][N:28]([CH2:36][CH2:37][NH:38][CH3:39])[C:29](=[O:35])[O:30][C:31]([CH3:34])([CH3:33])[CH3:32].[BH3-][C:41]#N.[Na+].O, predict the reaction product. The product is: [CH3:27][N:28]([CH2:36][CH2:37][N:38]([CH3:41])[CH2:39][C:3]1[C:4]([C:14]2[CH:19]=[CH:18][CH:17]=[C:16]([NH:20][C:21](=[O:26])[CH:22]=[C:23]([CH3:25])[CH3:24])[CH:15]=2)=[N:5][N:6]([CH:8]2[CH2:13][CH2:12][CH2:11][CH2:10][O:9]2)[CH:7]=1)[C:29](=[O:35])[O:30][C:31]([CH3:34])([CH3:33])[CH3:32]. (4) Given the reactants [CH:1]1([CH2:4][S:5]([C:8]2[CH:9]=[C:10]([C:14]3[N:22]4[C:17]([CH:18]=[N:19][C:20](SC)=[N:21]4)=[CH:16][CH:15]=3)[CH:11]=[CH:12][CH:13]=2)(=[O:7])=[O:6])[CH2:3][CH2:2]1.[N:25]1[C:29]2[CH:30]=[CH:31][C:32]([NH2:34])=[CH:33][C:28]=2[NH:27][CH:26]=1, predict the reaction product. The product is: [N:25]1[C:29]2[CH:30]=[CH:31][C:32]([NH:34][C:20]3[N:19]=[CH:18][C:17]4=[CH:16][CH:15]=[C:14]([C:10]5[CH:11]=[CH:12][CH:13]=[C:8]([S:5]([CH2:4][CH:1]6[CH2:3][CH2:2]6)(=[O:7])=[O:6])[CH:9]=5)[N:22]4[N:21]=3)=[CH:33][C:28]=2[NH:27][CH:26]=1. (5) Given the reactants C1(P(C2CCCCC2)C2CCCCC2)CCCCC1.CC(C)([O-])C.[Na+].[CH2:26]([O:28][C:29](=[O:35])[CH:30]=[CH:31]OCC)[CH3:27].[C:36]1([S:42]([CH2:45][C:46]2[CH:51]=[CH:50][CH:49]=[CH:48][C:47]=2Br)(=[O:44])=[O:43])[CH:41]=[CH:40][CH:39]=[CH:38][CH:37]=1.P([O-])(O)(O)=O.[K+], predict the reaction product. The product is: [CH2:26]([O:28][C:29]([C:30]1[C:47]2[C:46](=[CH:51][CH:50]=[CH:49][CH:48]=2)[CH:45]([S:42]([C:36]2[CH:41]=[CH:40][CH:39]=[CH:38][CH:37]=2)(=[O:44])=[O:43])[CH:31]=1)=[O:35])[CH3:27]. (6) Given the reactants [N+:1]([C:4]1[CH:5]=[CH:6][C:7]2[NH:13][C:12](=[O:14])[O:11][CH2:10][CH2:9][C:8]=2[CH:15]=1)([O-:3])=[O:2].[C:16](=O)([O-])[O-].[K+].[K+].IC, predict the reaction product. The product is: [N+:1]([C:4]1[CH:5]=[CH:6][C:7]2[N:13]([CH3:16])[C:12](=[O:14])[O:11][CH2:10][CH2:9][C:8]=2[CH:15]=1)([O-:3])=[O:2].